Dataset: Peptide-MHC class I binding affinity with 185,985 pairs from IEDB/IMGT. Task: Regression. Given a peptide amino acid sequence and an MHC pseudo amino acid sequence, predict their binding affinity value. This is MHC class I binding data. The MHC is HLA-A02:03 with pseudo-sequence HLA-A02:03. The peptide sequence is NSFELGVWV. The binding affinity (normalized) is 0.304.